Dataset: Retrosynthesis with 50K atom-mapped reactions and 10 reaction types from USPTO. Task: Predict the reactants needed to synthesize the given product. (1) The reactants are: CS(=O)(=O)Cl.Cc1cc(CCC(=O)c2sc(C)c3c2C[C@@H]2[C@H]3C2(C)C)cc(C)c1OCCCO. Given the product Cc1cc(CCC(=O)c2sc(C)c3c2C[C@@H]2[C@H]3C2(C)C)cc(C)c1OCCCOS(C)(=O)=O, predict the reactants needed to synthesize it. (2) Given the product Cc1nc(-c2cccc(-c3ccc(C(N)=O)cc3)c2)c2c(n1)[C@@]1(c3ccccc3)C=C(C#N)C(=O)[C@@H](C)[C@@H]1CC2, predict the reactants needed to synthesize it. The reactants are: COC(=O)c1ccc(-c2cccc(-c3nc(C)nc4c3CC[C@H]3[C@H](C)C(=O)C(C#N)=C[C@]43c3ccccc3)c2)cc1.[NH4+].